From a dataset of NCI-60 drug combinations with 297,098 pairs across 59 cell lines. Regression. Given two drug SMILES strings and cell line genomic features, predict the synergy score measuring deviation from expected non-interaction effect. (1) Drug 1: C1=CC(=CC=C1CCCC(=O)O)N(CCCl)CCCl. Drug 2: C1CNP(=O)(OC1)N(CCCl)CCCl. Cell line: SK-MEL-5. Synergy scores: CSS=24.9, Synergy_ZIP=-9.23, Synergy_Bliss=-8.30, Synergy_Loewe=-16.9, Synergy_HSA=-6.61. (2) Drug 1: C1=NC2=C(N=C(N=C2N1C3C(C(C(O3)CO)O)O)F)N. Drug 2: CS(=O)(=O)OCCCCOS(=O)(=O)C. Cell line: RPMI-8226. Synergy scores: CSS=12.4, Synergy_ZIP=-3.64, Synergy_Bliss=-6.01, Synergy_Loewe=3.71, Synergy_HSA=-3.57. (3) Drug 2: C(CN)CNCCSP(=O)(O)O. Drug 1: COC1=CC(=CC(=C1O)OC)C2C3C(COC3=O)C(C4=CC5=C(C=C24)OCO5)OC6C(C(C7C(O6)COC(O7)C8=CC=CS8)O)O. Synergy scores: CSS=25.5, Synergy_ZIP=1.19, Synergy_Bliss=1.52, Synergy_Loewe=-25.0, Synergy_HSA=1.39. Cell line: A498. (4) Drug 1: CC12CCC3C(C1CCC2O)C(CC4=C3C=CC(=C4)O)CCCCCCCCCS(=O)CCCC(C(F)(F)F)(F)F. Drug 2: N.N.Cl[Pt+2]Cl. Cell line: A549. Synergy scores: CSS=37.2, Synergy_ZIP=1.35, Synergy_Bliss=1.91, Synergy_Loewe=-8.16, Synergy_HSA=2.33. (5) Drug 1: CN1C2=C(C=C(C=C2)N(CCCl)CCCl)N=C1CCCC(=O)O.Cl. Drug 2: C#CCC(CC1=CN=C2C(=N1)C(=NC(=N2)N)N)C3=CC=C(C=C3)C(=O)NC(CCC(=O)O)C(=O)O. Cell line: MDA-MB-435. Synergy scores: CSS=-0.171, Synergy_ZIP=1.62, Synergy_Bliss=1.34, Synergy_Loewe=-1.74, Synergy_HSA=-1.28. (6) Drug 1: C1CN(CCN1C(=O)CCBr)C(=O)CCBr. Drug 2: C(CN)CNCCSP(=O)(O)O. Cell line: RXF 393. Synergy scores: CSS=7.22, Synergy_ZIP=-0.538, Synergy_Bliss=3.39, Synergy_Loewe=-4.34, Synergy_HSA=0.792. (7) Drug 1: C1CC(=O)NC(=O)C1N2CC3=C(C2=O)C=CC=C3N. Drug 2: C1=CN(C=N1)CC(O)(P(=O)(O)O)P(=O)(O)O. Cell line: SW-620. Synergy scores: CSS=-9.62, Synergy_ZIP=-3.36, Synergy_Bliss=-19.6, Synergy_Loewe=-14.7, Synergy_HSA=-16.3.